From a dataset of Full USPTO retrosynthesis dataset with 1.9M reactions from patents (1976-2016). Predict the reactants needed to synthesize the given product. (1) Given the product [CH2:14]([NH:13][CH2:12][CH2:11][C:1]1[C:10]2[C:5](=[CH:6][CH:7]=[CH:8][CH:9]=2)[CH:4]=[CH:3][CH:2]=1)[C:15]1[CH:20]=[CH:19][CH:18]=[CH:17][CH:16]=1, predict the reactants needed to synthesize it. The reactants are: [C:1]1([CH2:11][CH2:12][NH2:13])[C:10]2[C:5](=[CH:6][CH:7]=[CH:8][CH:9]=2)[CH:4]=[CH:3][CH:2]=1.[CH:14](=O)[C:15]1[CH:20]=[CH:19][CH:18]=[CH:17][CH:16]=1.[H][H]. (2) The reactants are: C([O:8][C@H:9]1[C@H:15]([O:16]CC2C=CC=CC=2)[C@@H:14]([O:24]CC2C=CC=CC=2)[C@:13]2([C:33]3[CH:38]=[CH:37][C:36]([Cl:39])=[C:35]([CH2:40][C:41]4[CH:46]=[CH:45][C:44]([O:47][CH2:48][CH3:49])=[CH:43][CH:42]=4)[CH:34]=3)[O:32][C@:10]1([CH:50]([OH:53])[CH2:51][CH3:52])[CH2:11][O:12]2)C1C=CC=CC=1.ClC1C=CC=CC=1Cl. Given the product [Cl:39][C:36]1[CH:37]=[CH:38][C:33]([C@@:13]23[O:32][C@:10]([CH:50]([OH:53])[CH2:51][CH3:52])([CH2:11][O:12]2)[C@@H:9]([OH:8])[C@H:15]([OH:16])[C@H:14]3[OH:24])=[CH:34][C:35]=1[CH2:40][C:41]1[CH:42]=[CH:43][C:44]([O:47][CH2:48][CH3:49])=[CH:45][CH:46]=1, predict the reactants needed to synthesize it. (3) Given the product [CH2:27]([NH:34][NH:36][C:1]([CH:4]([CH3:26])[CH2:5][CH2:6][N:7]1[C:11]2[CH:12]=[CH:13][CH:14]=[C:15]([CH3:16])[C:10]=2[N:9]=[C:8]1[CH2:17][O:18][C:19]1[CH:20]=[CH:21][C:22]([Cl:25])=[CH:23][CH:24]=1)=[O:2])[C:28]1[CH:33]=[CH:32][CH:31]=[CH:30][CH:29]=1, predict the reactants needed to synthesize it. The reactants are: [C:1]([CH:4]([CH3:26])[CH2:5][CH2:6][N:7]1[C:11]2[CH:12]=[CH:13][CH:14]=[C:15]([CH3:16])[C:10]=2[N:9]=[C:8]1[CH2:17][O:18][C:19]1[CH:24]=[CH:23][C:22]([Cl:25])=[CH:21][CH:20]=1)(O)=[O:2].[CH2:27]([NH2:34])[C:28]1[CH:33]=[CH:32][CH:31]=[CH:30][CH:29]=1.O[N:36]1C2C=CC=CC=2N=N1.C1(N=C=NC2CCCCC2)CCCCC1. (4) The reactants are: Cl[C:2]1[C:7]([NH2:8])=[C:6]([Cl:9])[N:5]=[C:4]([NH2:10])[N:3]=1.Cl.[N+:12]([C:15]1[CH:16]=[C:17]([CH:20]=[CH:21][CH:22]=1)[CH2:18]N)([O-:14])=[O:13].C([N:25](CC)CC)C. Given the product [Cl:9][C:6]1[N:5]=[C:4]([NH:10][CH2:18][C:17]2[CH:20]=[CH:21][CH:22]=[C:15]([N+:12]([O-:14])=[O:13])[CH:16]=2)[N:3]=[C:2]([NH2:25])[C:7]=1[NH2:8], predict the reactants needed to synthesize it.